Dataset: Full USPTO retrosynthesis dataset with 1.9M reactions from patents (1976-2016). Task: Predict the reactants needed to synthesize the given product. (1) Given the product [Cl:1][C:2]1[CH:8]=[CH:7][CH:6]=[C:4]([NH2:5])[C:3]=1[NH2:9], predict the reactants needed to synthesize it. The reactants are: [Cl:1][C:2]1[C:3]([N+:9]([O-])=O)=[C:4]([CH:6]=[CH:7][CH:8]=1)[NH2:5].Cl.C(O)C.O.O.[Sn](Cl)Cl.[OH-].[K+]. (2) Given the product [Br:11][C:6]1[C:7]([NH2:8])=[C:2]([I:1])[C:3]([O:9][CH3:10])=[N:4][CH:5]=1, predict the reactants needed to synthesize it. The reactants are: [I:1][C:2]1[C:3]([O:9][CH3:10])=[N:4][CH:5]=[CH:6][C:7]=1[NH2:8].[Br:11]N1C(=O)CCC1=O.C(O)(=O)C. (3) Given the product [CH:7]1([O:12][CH:20]([C:17]2[CH:18]=[N:19][C:14]([CH3:13])=[N:15][CH:16]=2)[CH2:21][N+:22]([O-:24])=[O:23])[CH2:11][CH2:10][CH2:9][CH2:8]1, predict the reactants needed to synthesize it. The reactants are: C(O[K])(C)(C)C.[CH:7]1([OH:12])[CH2:11][CH2:10][CH2:9][CH2:8]1.[CH3:13][C:14]1[N:19]=[CH:18][C:17]([CH:20]=[CH:21][N+:22]([O-:24])=[O:23])=[CH:16][N:15]=1. (4) Given the product [ClH:19].[CH:1]([P:4]([CH2:9][CH2:10][NH2:11])([CH:6]([CH3:7])[CH3:8])=[O:5])([CH3:3])[CH3:2], predict the reactants needed to synthesize it. The reactants are: [CH:1]([P:4]([CH2:9][CH2:10][NH:11]C(=O)OC(C)(C)C)([CH:6]([CH3:8])[CH3:7])=[O:5])([CH3:3])[CH3:2].[ClH:19].O1CCOCC1. (5) Given the product [ClH:8].[ClH:1].[Cl:8][C:9]1[S:10][CH:11]=[C:12]([C:14]([N:16]2[CH2:21][CH2:20][NH:19][CH2:18][CH:17]2[CH2:29][O:30][C:31]2[CH:32]=[N:33][CH:34]=[CH:35][CH:36]=2)=[O:15])[N:13]=1, predict the reactants needed to synthesize it. The reactants are: [ClH:1].O1CCOCC1.[Cl:8][C:9]1[S:10][CH:11]=[C:12]([C:14]([N:16]2[CH2:21][CH2:20][N:19](C(OC(C)(C)C)=O)[CH2:18][CH:17]2[CH2:29][O:30][C:31]2[CH:32]=[N:33][CH:34]=[CH:35][CH:36]=2)=[O:15])[N:13]=1.